Dataset: Catalyst prediction with 721,799 reactions and 888 catalyst types from USPTO. Task: Predict which catalyst facilitates the given reaction. Reactant: C[C:2]([N:5]([C@@H:9]1[CH2:14][C@@H:13]([CH3:15])[CH2:12][N:11]([CH2:16][C:17]2[CH:22]=[CH:21][CH:20]=[CH:19][CH:18]=2)[CH2:10]1)[C:6](=[O:8])[O-:7])(C)C.[H-].[Na+].CI.C([O-])(O)=O.[Na+]. Product: [CH3:2][N:5]([C@@H:9]1[CH2:14][C@@H:13]([CH3:15])[CH2:12][N:11]([CH2:16][C:17]2[CH:22]=[CH:21][CH:20]=[CH:19][CH:18]=2)[CH2:10]1)[C:6](=[O:8])[O:7][C:13]([CH3:15])([CH3:14])[CH3:12]. The catalyst class is: 3.